Dataset: Reaction yield outcomes from USPTO patents with 853,638 reactions. Task: Predict the reaction yield, written as a fraction of the theoretical maximum amount of product (1.0 means a 100% yield; for example, 0.34 means a 34% yield). The reactants are C[N:2]1[CH:7]=[C:6]([N+]([O-])=O)[CH:5]=[C:4]([N+:11]([O-:13])=[O:12])[C:3]1=O.[CH3:15][CH:16](C)[C:17](=O)C.N. The catalyst is CO. The product is [CH:16]([C:7]1[CH:6]=[CH:5][C:4]([N+:11]([O-:13])=[O:12])=[CH:3][N:2]=1)([CH3:17])[CH3:15]. The yield is 0.280.